Dataset: Reaction yield outcomes from USPTO patents with 853,638 reactions. Task: Predict the reaction yield, written as a fraction of the theoretical maximum amount of product (1.0 means a 100% yield; for example, 0.34 means a 34% yield). The reactants are S([N:11]1[C:23]2[C:22]([C:29]([F:32])([F:31])[F:30])([O:24][Si](C)(C)C)[CH2:21][CH2:20][CH2:19][C:18]=2[C:17]2[C:12]1=[CH:13][CH:14]=[C:15]([C:33]#[N:34])[CH:16]=2)(C1C=CC(C)=CC=1)(=O)=O.[OH-].[K+]. The catalyst is C1COCC1.O. The product is [OH:24][C:22]1([C:29]([F:32])([F:30])[F:31])[C:23]2[NH:11][C:12]3[C:17](=[CH:16][C:15]([C:33]#[N:34])=[CH:14][CH:13]=3)[C:18]=2[CH2:19][CH2:20][CH2:21]1. The yield is 0.790.